Dataset: Reaction yield outcomes from USPTO patents with 853,638 reactions. Task: Predict the reaction yield, written as a fraction of the theoretical maximum amount of product (1.0 means a 100% yield; for example, 0.34 means a 34% yield). (1) The reactants are [C:1]([C:4]1[N:9]=[C:8]([C:10]2[CH:15]=[CH:14][C:13]([C:16]3[CH:21]=[CH:20][C:19]([CH2:22][C:23]([O:25][CH3:26])=[O:24])=[CH:18][C:17]=3[Cl:27])=[C:12]([F:28])[CH:11]=2)[C:7]([CH3:29])=[N:6][C:5]=1[CH3:30])(=[O:3])[NH2:2].[C:31](=O)([O-])[O-:32].[K+].[K+].C=O.Cl. The catalyst is CN(C=O)C.C(OCC)(=O)C.O. The product is [C:1]([C:4]1[N:9]=[C:8]([C:10]2[CH:15]=[CH:14][C:13]([C:16]3[CH:21]=[CH:20][C:19]([CH:22]([CH2:31][OH:32])[C:23]([O:25][CH3:26])=[O:24])=[CH:18][C:17]=3[Cl:27])=[C:12]([F:28])[CH:11]=2)[C:7]([CH3:29])=[N:6][C:5]=1[CH3:30])(=[O:3])[NH2:2]. The yield is 0.740. (2) The reactants are [Br:1][C:2]1[C:3](=[O:8])[O:4][CH2:5][C:6]=1Br.C([O-])([O-])=O.[Cs+].[Cs+].[NH:15]1[CH2:20][CH2:19][O:18][CH2:17][CH2:16]1. The catalyst is CN(C=O)C. The product is [Br:1][C:2]1[C:3](=[O:8])[O:4][CH2:5][C:6]=1[N:15]1[CH2:20][CH2:19][O:18][CH2:17][CH2:16]1. The yield is 0.850.